From a dataset of Reaction yield outcomes from USPTO patents with 853,638 reactions. Predict the reaction yield, written as a fraction of the theoretical maximum amount of product (1.0 means a 100% yield; for example, 0.34 means a 34% yield). (1) The reactants are [CH2:1]([C:4]1[C:8]([CH2:9][CH2:10][CH2:11][CH2:12][OH:13])=[CH:7][N:6]([C:14]2[CH:19]=[CH:18][C:17]([C:20]([F:23])([F:22])[F:21])=[CH:16][N:15]=2)[N:5]=1)[CH2:2][CH3:3].O[C:25]1[CH:30]=[CH:29][CH:28]=[CH:27][C:26]=1[CH2:31][C:32]([O:34]C)=[O:33].C(P(CCCC)CCCC)CCC.N(C(N1CCCCC1)=O)=NC(N1CCCCC1)=O. The catalyst is O1CCCC1. The product is [CH2:1]([C:4]1[C:8]([CH2:9][CH2:10][CH2:11][CH2:12][O:13][C:25]2[CH:30]=[CH:29][CH:28]=[CH:27][C:26]=2[CH2:31][C:32]([OH:34])=[O:33])=[CH:7][N:6]([C:14]2[CH:19]=[CH:18][C:17]([C:20]([F:22])([F:21])[F:23])=[CH:16][N:15]=2)[N:5]=1)[CH2:2][CH3:3]. The yield is 0.330. (2) The reactants are [Br:1][C:2]1[C:3]([N:17]2[CH2:22][CH2:21][CH2:20][C@@H:19]([NH:23]C(=O)OC(C)(C)C)[CH2:18]2)=[C:4]2[C:10]([NH:11][C:12](=[O:16])[CH2:13][C:14]#[N:15])=[CH:9][NH:8][C:5]2=[N:6][CH:7]=1.C(O)(C(F)(F)F)=O.C(Cl)[Cl:39]. No catalyst specified. The product is [ClH:39].[NH2:23][C@@H:19]1[CH2:20][CH2:21][CH2:22][N:17]([C:3]2[C:2]([Br:1])=[CH:7][N:6]=[C:5]3[NH:8][CH:9]=[C:10]([NH:11][C:12](=[O:16])[CH2:13][C:14]#[N:15])[C:4]=23)[CH2:18]1. The yield is 0.740. (3) The reactants are [NH:1]1[C:9]2[C:4](=[CH:5][CH:6]=[CH:7][CH:8]=2)[CH2:3][C:2]1=[O:10].[Li+].C[Si]([N-][Si](C)(C)C)(C)C.C1COCC1.O1CCCCC1[O:32][CH2:33][CH2:34][CH2:35][C:36]1[CH:37]=[C:38]2[C:42](=[CH:43][CH:44]=1)[C:41](=O)[O:40][CH2:39]2.Cl. The catalyst is C(COC)OC.C1COCC1. The product is [OH:32][CH2:33][CH2:34][CH2:35][C:36]1[CH:37]=[C:38]2[C:42](=[CH:43][CH:44]=1)[C:41](=[C:3]1[C:4]3[C:9](=[CH:8][CH:7]=[CH:6][CH:5]=3)[NH:1][C:2]1=[O:10])[O:40][CH2:39]2. The yield is 0.830. (4) The reactants are [CH3:1][N:2]([CH3:24])[C:3]1[CH:4]=[C:5]2[C:10](=[CH:11][CH:12]=1)[N:9]=[CH:8][CH:7]=[C:6]2[NH:13][C:14]1[CH:19]=[CH:18][C:17]([NH:20]C(=O)C)=[CH:16][CH:15]=1.[ClH:25]. The catalyst is O1CCOCC1.CO.CCOC(C)=O. The product is [Cl-:25].[NH2:20][C:17]1[CH:18]=[CH:19][C:14]([NH:13][C:6]2[C:5]3[C:10](=[CH:11][CH:12]=[C:3]([N:2]([CH3:1])[CH3:24])[CH:4]=3)[NH+:9]=[CH:8][CH:7]=2)=[CH:15][CH:16]=1. The yield is 1.00. (5) The reactants are [CH2:1]([N:8]([CH2:19][C:20]1[CH:36]=[CH:35][C:23]([C:24]([NH:26][CH2:27][C:28]2[CH:33]=[CH:32]C=C(Cl)C=2)=[O:25])=[CH:22][CH:21]=1)[S:9]([C:12]1[CH:17]=[CH:16][C:15]([Cl:18])=[CH:14][CH:13]=1)(=[O:11])=[O:10])[C:2]1[CH:7]=[CH:6][CH:5]=[CH:4][CH:3]=1.NCC1CC1. No catalyst specified. The product is [CH2:1]([N:8]([CH2:19][C:20]1[CH:21]=[CH:22][C:23]([C:24]([NH:26][CH2:27][CH:28]2[CH2:32][CH2:33]2)=[O:25])=[CH:35][CH:36]=1)[S:9]([C:12]1[CH:17]=[CH:16][C:15]([Cl:18])=[CH:14][CH:13]=1)(=[O:10])=[O:11])[C:2]1[CH:3]=[CH:4][CH:5]=[CH:6][CH:7]=1. The yield is 0.450. (6) The yield is 0.840. The reactants are [CH3:1][C:2]1[CH:10]=[CH:9][C:8]([N:11]([CH3:20])[S:12]([C:15]2[S:16][CH:17]=[CH:18][CH:19]=2)(=[O:14])=[O:13])=[C:7]2[C:3]=1[CH:4]=[C:5]([C:21]([OH:23])=O)[NH:6]2.[N:24]1(O)C2C=CC=CC=2N=N1.Cl.CN(C)CCCN=C=NCC.N. The catalyst is CN(C)C=O. The product is [CH3:1][C:2]1[CH:10]=[CH:9][C:8]([N:11]([CH3:20])[S:12]([C:15]2[S:16][CH:17]=[CH:18][CH:19]=2)(=[O:14])=[O:13])=[C:7]2[C:3]=1[CH:4]=[C:5]([C:21]([NH2:24])=[O:23])[NH:6]2. (7) The reactants are [C:1]([C:3]1[CH:11]=[C:10]2[C:6]([CH:7]=[CH:8][NH:9]2)=[CH:5][CH:4]=1)#[N:2].C(=O)([O-])[O-].[Cs+].[Cs+].Br[CH2:19][C:20]([O:22][C:23]([CH3:26])([CH3:25])[CH3:24])=[O:21]. The catalyst is CN(C=O)C. The product is [C:1]([C:3]1[CH:11]=[C:10]2[C:6]([CH:7]=[CH:8][N:9]2[CH2:19][C:20]([O:22][C:23]([CH3:26])([CH3:25])[CH3:24])=[O:21])=[CH:5][CH:4]=1)#[N:2]. The yield is 1.00.